Dataset: Full USPTO retrosynthesis dataset with 1.9M reactions from patents (1976-2016). Task: Predict the reactants needed to synthesize the given product. (1) Given the product [C:1]1([C:7]2[N:8]=[C:9]3[CH:14]=[CH:13][CH:12]=[CH:11][N:10]3[C:15]=2[C:16]([N:21]2[CH2:22][CH2:23][N:39]([C:43]3[CH:42]=[C:47]([CH:46]=[CH:45][CH:44]=3)[C:36]([NH2:27])=[O:37])[CH2:20][CH2:19]2)=[O:18])[CH:2]=[CH:3][CH:4]=[CH:5][CH:6]=1, predict the reactants needed to synthesize it. The reactants are: [C:1]1([C:7]2[N:8]=[C:9]3[CH:14]=[CH:13][CH:12]=[CH:11][N:10]3[C:15]=2[C:16]([OH:18])=O)[CH:6]=[CH:5][CH:4]=[CH:3][CH:2]=1.[CH2:19]([N:21](CC)[CH2:22][CH3:23])[CH3:20].C[N:27]([CH3:36])CCCN=C=NCC.[OH2:37].O[N:39]1[C:43]2[CH:44]=[CH:45][CH:46]=[CH:47][C:42]=2N=N1. (2) The reactants are: [CH3:1][O:2][C:3]1[CH:37]=[C:36]([O:38][CH3:39])[CH:35]=[CH:34][C:4]=1[CH2:5][N:6]([C:29]1[S:33][N:32]=[CH:31][N:30]=1)[S:7]([C:10]1[CH:18]=[C:17]2[C:13]([C:14](B3OC(C)(C)C(C)(C)O3)=[CH:15][N:16]2[CH3:19])=[CH:12][CH:11]=1)(=[O:9])=[O:8].Br[C:41]1[CH:48]=[CH:47][C:46]([C:49]([F:52])([F:51])[F:50])=[CH:45][C:42]=1[C:43]#[N:44].P([O-])([O-])([O-])=O.[K+].[K+].[K+]. Given the product [C:43]([C:42]1[CH:45]=[C:46]([C:49]([F:50])([F:51])[F:52])[CH:47]=[CH:48][C:41]=1[C:14]1[C:13]2[C:17](=[CH:18][C:10]([S:7]([N:6]([CH2:5][C:4]3[CH:34]=[CH:35][C:36]([O:38][CH3:39])=[CH:37][C:3]=3[O:2][CH3:1])[C:29]3[S:33][N:32]=[CH:31][N:30]=3)(=[O:8])=[O:9])=[CH:11][CH:12]=2)[N:16]([CH3:19])[CH:15]=1)#[N:44], predict the reactants needed to synthesize it. (3) Given the product [ClH:1].[N:16]12[CH2:21][CH2:20][CH:19]([CH2:18][CH2:17]1)[C@@H:14]([NH:13][C:11]([C:9]1[S:10][C:6]3[CH:5]=[C:4]([NH:3][C:39]([NH:38][C:34]4[CH:35]=[CH:36][CH:37]=[C:32]([Br:31])[CH:33]=4)=[O:40])[CH:23]=[CH:22][C:7]=3[CH:8]=1)=[O:12])[CH2:15]2, predict the reactants needed to synthesize it. The reactants are: [ClH:1].Cl.[NH2:3][C:4]1[CH:23]=[CH:22][C:7]2[CH:8]=[C:9]([C:11]([NH:13][C@@H:14]3[CH:19]4[CH2:20][CH2:21][N:16]([CH2:17][CH2:18]4)[CH2:15]3)=[O:12])[S:10][C:6]=2[CH:5]=1.C(N(CC)CC)C.[Br:31][C:32]1[CH:33]=[C:34]([N:38]=[C:39]=[O:40])[CH:35]=[CH:36][CH:37]=1. (4) The reactants are: [CH3:1][C:2]([CH3:31])([CH3:30])[C@H:3]([NH:8][C:9]([N:11]1[C:19]2[CH2:18][CH2:17][N:16]([CH3:20])[CH2:15][C:14]=2[C:13]([C:21]2[CH:26]=[C:25]([F:27])[C:24]([F:28])=[CH:23][C:22]=2F)=[N:12]1)=[O:10])[C:4]([NH:6][CH3:7])=[O:5].FC1C=C(C2C3CN([C:49](OC(C)(C)C)=[O:50])CCC=3NN=2)C=CC=1F.N[C@@H](C(C)(C)C)C(NCCO)=O. Given the product [F:27][C:25]1[CH:26]=[C:21]([C:13]2[C:14]3[CH2:15][N:16]([CH3:20])[CH2:17][CH2:18][C:19]=3[N:11]([C:9]([NH:8][C@@H:3]([C:2]([CH3:31])([CH3:1])[CH3:30])[C:4]([NH:6][CH2:7][CH2:49][OH:50])=[O:5])=[O:10])[N:12]=2)[CH:22]=[CH:23][C:24]=1[F:28], predict the reactants needed to synthesize it. (5) Given the product [CH2:14]([N:25]([CH3:23])[S:2]([C:5]1[CH:13]=[CH:12][C:8]([C:9]([OH:11])=[O:10])=[CH:7][CH:6]=1)(=[O:4])=[O:3])[C:15]1[CH:16]=[CH:17][CH:18]=[CH:19][CH:20]=1, predict the reactants needed to synthesize it. The reactants are: Cl[S:2]([C:5]1[CH:13]=[CH:12][C:8]([C:9]([OH:11])=[O:10])=[CH:7][CH:6]=1)(=[O:4])=[O:3].[CH2:14](CN)[C:15]1[CH:20]=[CH:19][CH:18]=[CH:17][CH:16]=1.[CH2:23]([N:25](CC)CC)C. (6) Given the product [Cl:26][C:23]1[CH:24]=[CH:25][C:19]2[CH:18]=[C:17]([S:14]([N:11]3[CH2:12][CH2:13][N:8]([CH2:7][C:6]([OH:28])=[O:5])[C:9](=[O:27])[CH2:10]3)(=[O:15])=[O:16])[S:21][C:20]=2[CH:22]=1, predict the reactants needed to synthesize it. The reactants are: C([O:5][C:6](=[O:28])[CH2:7][N:8]1[CH2:13][CH2:12][N:11]([S:14]([C:17]2[S:21][C:20]3[CH:22]=[C:23]([Cl:26])[CH:24]=[CH:25][C:19]=3[CH:18]=2)(=[O:16])=[O:15])[CH2:10][C:9]1=[O:27])(C)(C)C. (7) The reactants are: [C:1]([OH:8])(=[O:7])/[CH:2]=[CH:3]/[CH2:4][CH2:5][CH3:6].C(=O)(O)[O-:10].[Na+].OOS([O-])=O.[K+].[Na+].[Na+].C(N(CC(O)=O)CC(O)=O)N(CC([O-])=O)CC([O-])=O.Cl. Given the product [CH2:4]([CH:3]1[O:10][CH:2]1[C:1]([OH:8])=[O:7])[CH2:5][CH3:6], predict the reactants needed to synthesize it. (8) Given the product [Cl:28][C:16]1[CH:17]=[C:18]([O:19][CH:20]2[CH2:25][CH2:24][CH2:23][CH2:22][O:21]2)[CH:26]=[CH:27][C:15]=1[N:4]1[CH2:5][CH2:6][N:1]([C:7]([O:9][C:10]([CH3:13])([CH3:12])[CH3:11])=[O:8])[CH2:2][CH2:3]1, predict the reactants needed to synthesize it. The reactants are: [N:1]1([C:7]([O:9][C:10]([CH3:13])([CH3:12])[CH3:11])=[O:8])[CH2:6][CH2:5][NH:4][CH2:3][CH2:2]1.Br[C:15]1[CH:27]=[CH:26][C:18]([O:19][CH:20]2[CH2:25][CH2:24][CH2:23][CH2:22][O:21]2)=[CH:17][C:16]=1[Cl:28].CC(C)([O-])C.[Na+].C(OCC)(=O)C. (9) Given the product [N+:8]([C:3]1[CH:4]=[CH:5][CH:6]=[CH:7][C:2]=1[NH:11][C:12]1[CH:13]=[C:14]([CH:17]=[CH:18][CH:19]=1)[C:15]#[N:16])([O-:10])=[O:9], predict the reactants needed to synthesize it. The reactants are: F[C:2]1[CH:7]=[CH:6][CH:5]=[CH:4][C:3]=1[N+:8]([O-:10])=[O:9].[NH2:11][C:12]1[CH:13]=[C:14]([CH:17]=[CH:18][CH:19]=1)[C:15]#[N:16].C(=O)([O-])[O-].[K+].[K+].